From a dataset of Full USPTO retrosynthesis dataset with 1.9M reactions from patents (1976-2016). Predict the reactants needed to synthesize the given product. (1) Given the product [CH2:13]([C:17]1[N:22]2[N:23]=[CH:24][N:25]=[C:21]2[N:20]([C@H:26]2[CH2:31][CH2:30][C@H:29]([O:32][CH2:33][C:34]([OH:37])([CH3:35])[CH3:36])[CH2:28][CH2:27]2)[C:19](=[O:38])[C:18]=1[CH2:39][C:40]1[CH:45]=[CH:44][C:43]([C:46]2[CH:51]=[CH:50][CH:49]=[CH:48][C:47]=2[C:52]2[NH:3][C:4](=[O:7])[O:5][N:53]=2)=[CH:42][CH:41]=1)[CH2:14][CH2:15][CH3:16], predict the reactants needed to synthesize it. The reactants are: [Cl-].O[NH3+:3].[C:4](=[O:7])([O-])[OH:5].[Na+].CS(C)=O.[CH2:13]([C:17]1[N:22]2[N:23]=[CH:24][N:25]=[C:21]2[N:20]([C@H:26]2[CH2:31][CH2:30][C@H:29]([O:32][CH2:33][C:34]([OH:37])([CH3:36])[CH3:35])[CH2:28][CH2:27]2)[C:19](=[O:38])[C:18]=1[CH2:39][C:40]1[CH:45]=[CH:44][C:43]([C:46]2[C:47]([C:52]#[N:53])=[CH:48][CH:49]=[CH:50][CH:51]=2)=[CH:42][CH:41]=1)[CH2:14][CH2:15][CH3:16]. (2) Given the product [C:63]1([CH:40]([C:34]2[CH:35]=[CH:36][CH:37]=[CH:38][CH:39]=2)[N:41]2[C:49]3[C:44](=[CH:45][CH:46]=[CH:47][CH:48]=3)[C:43]([C:50]3[C:51]([OH:61])=[CH:52][C:53]4[O:57][CH2:56][C:55]([CH3:58])([CH3:59])[C:54]=4[CH:60]=3)([CH2:22][OH:23])[C:42]2=[O:62])[CH:68]=[CH:67][CH:66]=[CH:65][CH:64]=1, predict the reactants needed to synthesize it. The reactants are: C1(C(C2C=CC=CC=2)N2C3C(=CC=CC=3)C(C3C(O)=CC4C[CH2:22][O:23]C=4C=3)C2=O)C=CC=CC=1.[C:34]1([CH:40]([C:63]2[CH:68]=[CH:67][CH:66]=[CH:65][CH:64]=2)[N:41]2[C:49]3[C:44](=[CH:45][CH:46]=[CH:47][CH:48]=3)[CH:43]([C:50]3[C:51]([OH:61])=[CH:52][C:53]4[O:57][CH2:56][C:55]([CH3:59])([CH3:58])[C:54]=4[CH:60]=3)[C:42]2=[O:62])[CH:39]=[CH:38][CH:37]=[CH:36][CH:35]=1. (3) Given the product [Br:18][C:19]1[CH:24]=[C:23]([O:25][CH3:26])[CH:22]=[C:21]([I:28])[CH:20]=1, predict the reactants needed to synthesize it. The reactants are: C([Li])CCC.CCCCCC.C([Mg]Cl)CCC.[Br:18][C:19]1[CH:24]=[C:23]([O:25][CH3:26])[CH:22]=[C:21](Br)[CH:20]=1.[I:28]Cl. (4) Given the product [Br:5][C:6]1[CH:7]=[C:8]([NH2:16])[C:9]([NH2:10])=[CH:11][C:12]=1[O:13][CH2:14][CH3:15], predict the reactants needed to synthesize it. The reactants are: C(O)(=O)C.[Br:5][C:6]1[C:12]([O:13][CH2:14][CH3:15])=[CH:11][C:9]([NH2:10])=[C:8]([N+:16]([O-])=O)[CH:7]=1.